The task is: Regression/Classification. Given an antibody's heavy chain and light chain sequences, predict its developability. TAP uses regression for 5 developability metrics; SAbDab uses binary classification.. This data is from Antibody developability classification from SAbDab with 2,409 antibodies. (1) The antibody is ['5fxc', 'PROT_4F140F4E']. Result: 0 (not developable). (2) The antibody is ['EVQLVESGGGLVQPGGSLRLSCAASGFNLYSYSMHWVRQAPGKGLEWVAYIYPYSGSTSYADSVKGRFTISADTSKNTAYLQMNSLRAEDTAVYYCARESSYFYDGSYSYYDYEGAMDYWGQGTLVTVSS', 'DIQMTQSPSSLSASVGDRVTITCRASQSVSSAVAWYQQKPGKAPKLLIYSASSLYSGVPSRFSGSRSGTDFTLTISSLQPEDFATYYCQQSSYSPLTFGQGTKVEIK']. Result: 0 (not developable). (3) Result: 0 (not developable). The antibody is ['EVQLLESGGGLVQPGGSLRLSCAASGFTFSSYAMSWVRQAPGKGLEWVSAISGSGGSTYYADSVKGRFTISRDNSKNTLYLQMNSLRAEDTAVYYCAKYDGIYGELDFWGQGTLVTVSS', 'EIVLTQSPGTLSLSPGERATLSCRASQSVSSSYLAWYQQKPGQAPRLLIYGASSRATGIPDRFSGSGSGTDFTLTISRLEPEDFAVYYCQQYGSSPLTFGQGTKVEIK']. (4) The antibody is ['QIQLVQSGPELKKPGETVKISCKASGYAFTNYGVNWVKEAPGKELKWMGWINIYTGEPTYVDDFKGRFAFSLETSASTAYLEINNLKNEDTATYFCTRGDYVNWYFDVWGAGTTVTVSS', 'DVVMTQIPLSLPVNLGDQASISCRSSQSLIHSNGNTYLHWYLQKPGQSPKLLMYKVSNRFYGVPDRFSGSGSGTDFTLKISRVEAEDLGIYFCSQSSHVPPTFGGGTKLEIK']. Result: 0 (not developable). (5) The antibody is ['ESVEESGGRLVTPGTPLTLTCTVSGFSLSTYTMNWVRQAPGKGLEWIGDIYTDGNTYYANWAKGRFTISKTSTTVDLKITSPTTEDTATYFCARDSWDASSYYGLDLWGQGTLVTVSS', 'AIKMTQTPSSVSAAVGGTVTINCQASEDIKRYLAWYQQKPGQPPKLLIYAASKLASGVSSRFKGSGSGTEYTLTISGVQCDDAATYYCQQGYTSSNVNNAFGGGTEVVVK']. Result: 1 (developable). (6) The antibody is ['EVTLVESGGDSVKPGGSLKLSCAASGFTLSGETMSWVRQTPEKRLEWVATTLSGGGFTFYSASVKGRFTISRDNAQNNLYLQLNSLRSEDTALYFCASHRFVHWGHGTLVTVSA', 'EAVVTQESALTTSPGETVTLTCRSSTGAVTTSNYANWVQEKPDHLFTGLIGGTNNRAPGVPARFSGSLIGDKAALTITGAQTEDEARYFCALWYSNLWVFGGGTKLTVL']. Result: 0 (not developable). (7) The antibody is ['EVQLVESGGGLVQPGGSLRLSCAASGFNVSYSSIHWVRQAPGKGLEWVAYIYPSSGYTSYADSVKGRFTISADTSKNTAYLQMNSLRAEDTAVYYCARSYSTKLAMDYWGQGTLVTVSS', 'DIQMTQSPSSLSASVGDRVTITCRASQSVSSAVAWYQQKPGKAPKLLIYSASSLYSGVPSRFSGSRSGTDFTLTISSLQPEDFATYYCQQSQWYPITFGQGTKVEIK']. Result: 0 (not developable).